Dataset: Catalyst prediction with 721,799 reactions and 888 catalyst types from USPTO. Task: Predict which catalyst facilitates the given reaction. Reactant: C([NH:8][C:9]1[C:10]([CH3:30])=[C:11]([CH3:29])[C:12]2[O:16][C@@H:15]([CH3:17])[C@@H:14]([C:18]3[CH:23]=[CH:22][C:21]([CH:24]([CH3:26])[CH3:25])=[CH:20][CH:19]=3)[C:13]=2[C:27]=1[CH3:28])C1C=CC=CC=1. Product: [CH:24]([C:21]1[CH:22]=[CH:23][C:18]([C@H:14]2[C:13]3[C:27]([CH3:28])=[C:9]([NH2:8])[C:10]([CH3:30])=[C:11]([CH3:29])[C:12]=3[O:16][C@H:15]2[CH3:17])=[CH:19][CH:20]=1)([CH3:26])[CH3:25]. The catalyst class is: 81.